The task is: Predict the reaction yield, written as a fraction of the theoretical maximum amount of product (1.0 means a 100% yield; for example, 0.34 means a 34% yield).. This data is from Reaction yield outcomes from USPTO patents with 853,638 reactions. (1) The reactants are C1(C(=[N:14][CH2:15][C:16]([O:18][CH2:19][CH3:20])=[O:17])C2C=CC=CC=2)C=CC=CC=1.[H-].[Na+].[Br:23][C:24]1[CH:25]=[C:26]([Cl:31])[C:27](Cl)=[N:28][CH:29]=1. The catalyst is CN(C=O)C. The product is [NH2:14][CH:15]([C:27]1[C:26]([Cl:31])=[CH:25][C:24]([Br:23])=[CH:29][N:28]=1)[C:16]([O:18][CH2:19][CH3:20])=[O:17]. The yield is 0.200. (2) The reactants are [CH3:1][C:2]1[CH:3]=[C:4]([C:20]#[C:21][CH2:22][N:23]2[CH2:28][CH2:27][N:26]([CH3:29])[CH2:25][CH2:24]2)[CH:5]=[C:6]2[C:10]=1[C:9](=[O:11])[N:8]([CH2:12][C:13]1[CH:18]=[CH:17][C:16]([Cl:19])=[CH:15][CH:14]=1)[CH2:7]2.[H][H].C(Cl)(Cl)Cl.CO. The catalyst is C(O)C.[C].[Pd]. The product is [CH3:1][C:2]1[CH:3]=[C:4]([CH2:20][CH2:21][CH2:22][N:23]2[CH2:28][CH2:27][N:26]([CH3:29])[CH2:25][CH2:24]2)[CH:5]=[C:6]2[C:10]=1[C:9](=[O:11])[N:8]([CH2:12][C:13]1[CH:14]=[CH:15][C:16]([Cl:19])=[CH:17][CH:18]=1)[CH2:7]2. The yield is 0.640. (3) The reactants are [CH3:1][O:2][C:3]1[N:8]=[C:7]2[NH:9][N:10]=[CH:11][C:6]2=[CH:5][C:4]=1[N+:12]([O-])=O.C(O)C. The catalyst is [Pd].O1CCCC1. The product is [CH3:1][O:2][C:3]1[N:8]=[C:7]2[NH:9][N:10]=[CH:11][C:6]2=[CH:5][C:4]=1[NH2:12]. The yield is 0.960. (4) The reactants are Br[C:2]1[CH:18]=[CH:17][C:5]([C:6]([NH:8][C:9]2[CH:14]=[C:13]([C:15]#[N:16])[CH:12]=[CH:11][N:10]=2)=[O:7])=[CH:4][C:3]=1[O:19][CH3:20].[CH3:21][C:22]1([CH3:38])[C:26]([CH3:28])([CH3:27])[O:25][B:24]([B:24]2[O:25][C:26]([CH3:28])([CH3:27])[C:22]([CH3:38])([CH3:21])[O:23]2)[O:23]1.CC([O-])=O.[K+]. The catalyst is O1CCOCC1.C1C=CC(P(C2C=CC=CC=2)[C-]2C=CC=C2)=CC=1.C1C=CC(P(C2C=CC=CC=2)[C-]2C=CC=C2)=CC=1.Cl[Pd]Cl.[Fe+2]. The product is [C:15]([C:13]1[CH:12]=[CH:11][N:10]=[C:9]([NH:8][C:6](=[O:7])[C:5]2[CH:17]=[CH:18][C:2]([B:24]3[O:25][C:26]([CH3:28])([CH3:27])[C:22]([CH3:38])([CH3:21])[O:23]3)=[C:3]([O:19][CH3:20])[CH:4]=2)[CH:14]=1)#[N:16]. The yield is 0.340. (5) The reactants are [Br:1][C:2]1[CH:8]=[CH:7][C:5]([NH2:6])=[CH:4][C:3]=1[CH3:9].[C:10]1(=O)[O:15][C:13](=[O:14])[CH:12]=[CH:11]1. The catalyst is C(O)(=O)C. The product is [Br:1][C:2]1[CH:8]=[CH:7][C:5]([N:6]2[C:13](=[O:14])[CH:12]=[CH:11][C:10]2=[O:15])=[CH:4][C:3]=1[CH3:9]. The yield is 0.740. (6) The reactants are [CH:1]([C:3]1[CH:8]=[CH:7][C:6]([CH:9]=[CH:10][C:11]([O:13][CH3:14])=[O:12])=[CH:5][CH:4]=1)=O.[NH2:15][CH2:16][CH2:17][C:18]1[C:26]2[C:21](=[CH:22][CH:23]=[CH:24][CH:25]=2)[NH:20][CH:19]=1.[BH-](OC(C)=O)(OC(C)=O)OC(C)=O.[Na+].C([O-])([O-])=O.[K+].[K+]. The catalyst is ClCCCl. The product is [NH:20]1[C:21]2[C:26](=[CH:25][CH:24]=[CH:23][CH:22]=2)[C:18]([CH2:17][CH2:16][NH:15][CH2:1][C:3]2[CH:8]=[CH:7][C:6]([CH:9]=[CH:10][C:11]([O:13][CH3:14])=[O:12])=[CH:5][CH:4]=2)=[CH:19]1. The yield is 0.830. (7) The reactants are [CH2:1]([C:8]1[CH:30]=[CH:29][C:11]([O:12][CH2:13][CH2:14][CH2:15][N:16]2[C:20]([CH3:21])=[CH:19][CH:18]=[C:17]2[C:22]2[CH:27]=[CH:26][C:25]([OH:28])=[CH:24][CH:23]=2)=[CH:10][CH:9]=1)[C:2]1[CH:7]=[CH:6][CH:5]=[CH:4][CH:3]=1.O[C@@H:32]([CH2:38][C:39]1[CH:44]=[CH:43][CH:42]=[CH:41][CH:40]=1)[C:33]([O:35][CH2:36][CH3:37])=[O:34].C1(P(C2C=CC=CC=2)C2C=CC=CC=2)C=CC=CC=1.N(C(N1CCCCC1)=O)=NC(N1CCCCC1)=O. The catalyst is C1(C)C=CC=CC=1.O. The product is [CH2:1]([C:8]1[CH:30]=[CH:29][C:11]([O:12][CH2:13][CH2:14][CH2:15][N:16]2[C:20]([CH3:21])=[CH:19][CH:18]=[C:17]2[C:22]2[CH:23]=[CH:24][C:25]([O:28][C@H:32]([CH2:38][C:39]3[CH:40]=[CH:41][CH:42]=[CH:43][CH:44]=3)[C:33]([O:35][CH2:36][CH3:37])=[O:34])=[CH:26][CH:27]=2)=[CH:10][CH:9]=1)[C:2]1[CH:3]=[CH:4][CH:5]=[CH:6][CH:7]=1. The yield is 0.515. (8) The reactants are [CH:1]1([O:6][C:7]2[N:14]=[C:13]([O:15][C:16]3[CH:21]=[CH:20][C:19]([B:22]4[O:26]C(C)(C)C(C)(C)[O:23]4)=[C:18]([CH:31]=O)[CH:17]=3)[CH:12]=[CH:11][C:8]=2[C:9]#[N:10])[CH2:5][CH2:4][CH2:3][CH2:2]1.[BH4-].[Na+].Cl. The product is [CH:1]1([O:6][C:7]2[N:14]=[C:13]([O:15][C:16]3[CH:21]=[CH:20][C:19]4[B:22]([OH:26])[O:23][CH2:31][C:18]=4[CH:17]=3)[CH:12]=[CH:11][C:8]=2[C:9]#[N:10])[CH2:2][CH2:3][CH2:4][CH2:5]1. The catalyst is CO. The yield is 0.560. (9) The reactants are Br[C:2]1[CH:3]=[C:4]([CH:7]=[CH:8][CH:9]=1)[CH:5]=[O:6].[S:10]1[CH:14]=[CH:13][CH:12]=[C:11]1B(O)O. The product is [S:10]1[CH:14]=[CH:13][CH:12]=[C:11]1[C:2]1[CH:3]=[C:4]([CH:7]=[CH:8][CH:9]=1)[CH:5]=[O:6]. The yield is 0.930. No catalyst specified.